This data is from NCI-60 drug combinations with 297,098 pairs across 59 cell lines. The task is: Regression. Given two drug SMILES strings and cell line genomic features, predict the synergy score measuring deviation from expected non-interaction effect. (1) Drug 1: C1=CC(=CC=C1CCCC(=O)O)N(CCCl)CCCl. Drug 2: C#CCC(CC1=CN=C2C(=N1)C(=NC(=N2)N)N)C3=CC=C(C=C3)C(=O)NC(CCC(=O)O)C(=O)O. Cell line: NCIH23. Synergy scores: CSS=41.8, Synergy_ZIP=-2.39, Synergy_Bliss=-7.46, Synergy_Loewe=-8.64, Synergy_HSA=-8.79. (2) Drug 1: CC12CCC3C(C1CCC2O)C(CC4=C3C=CC(=C4)O)CCCCCCCCCS(=O)CCCC(C(F)(F)F)(F)F. Drug 2: C1=CN(C=N1)CC(O)(P(=O)(O)O)P(=O)(O)O. Cell line: DU-145. Synergy scores: CSS=-2.43, Synergy_ZIP=2.64, Synergy_Bliss=2.33, Synergy_Loewe=-1.57, Synergy_HSA=-1.26. (3) Drug 1: CN(C)N=NC1=C(NC=N1)C(=O)N. Drug 2: CN1C2=C(C=C(C=C2)N(CCCl)CCCl)N=C1CCCC(=O)O.Cl. Cell line: K-562. Synergy scores: CSS=14.6, Synergy_ZIP=-2.95, Synergy_Bliss=0.509, Synergy_Loewe=-1.08, Synergy_HSA=-0.195.